This data is from Catalyst prediction with 721,799 reactions and 888 catalyst types from USPTO. The task is: Predict which catalyst facilitates the given reaction. (1) Product: [Cl:1][C:2]1[CH:7]=[CH:6][C:5]([S:8]([NH:16][CH3:15])(=[O:10])=[O:9])=[CH:4][C:3]=1[N+:12]([O-:14])=[O:13]. Reactant: [Cl:1][C:2]1[CH:7]=[CH:6][C:5]([S:8](Cl)(=[O:10])=[O:9])=[CH:4][C:3]=1[N+:12]([O-:14])=[O:13].[CH3:15][NH2:16].O. The catalyst class is: 1. (2) Reactant: C1(S(O[C:11]2[CH:16]=[C:15]([CH3:17])[CH:14]=[C:13]([CH3:18])[CH:12]=2)(=O)=O)C=CC=CC=1.[CH3:19][NH:20][CH:21]=[O:22].CCCCCC. Product: [CH3:18][C:13]1[CH:12]=[C:11]([N:20]([CH3:19])[CH:21]=[O:22])[CH:16]=[C:15]([CH3:17])[CH:14]=1. The catalyst class is: 13. (3) Reactant: [Cl:1][C:2]1[N:7]=[C:6]([N:8]2[CH2:12][CH2:11][C@H:10]([NH2:13])[CH2:9]2)[CH:5]=[C:4]([CH2:14][CH2:15][CH3:16])[N:3]=1.[C:17](O)(=[O:20])[CH2:18][OH:19].Cl.CN(C)CCCN=C=NCC.O.ON1C2C=CC=CC=2N=N1.C(N(C(C)C)CC)(C)C. Product: [Cl:1][C:2]1[N:7]=[C:6]([N:8]2[CH2:12][CH2:11][C@H:10]([NH:13][C:18](=[O:19])[CH2:17][OH:20])[CH2:9]2)[CH:5]=[C:4]([CH2:14][CH2:15][CH3:16])[N:3]=1. The catalyst class is: 4. (4) Reactant: [O:1]1[CH2:7][CH2:6][CH2:5][N:4]([CH2:8][CH2:9][CH2:10][O:11][C:12]2[CH:17]=[CH:16][C:15]([C:18]3([CH2:24][NH2:25])[CH2:23][CH2:22][O:21][CH2:20][CH2:19]3)=[CH:14][CH:13]=2)[CH2:3][CH2:2]1.Br[CH2:27][CH2:28][O:29][CH2:30][CH2:31]Br.C([O-])([O-])=O.[K+].[K+]. Product: [NH3:4].[N:25]1([CH2:24][C:18]2([C:15]3[CH:16]=[CH:17][C:12]([O:11][CH2:10][CH2:9][CH2:8][N:4]4[CH2:5][CH2:6][CH2:7][O:1][CH2:2][CH2:3]4)=[CH:13][CH:14]=3)[CH2:23][CH2:22][O:21][CH2:20][CH2:19]2)[CH2:31][CH2:30][O:29][CH2:28][CH2:27]1. The catalyst class is: 10. (5) Reactant: [H-].[Na+].[Br-].[CH2:4]([P+](C1C=CC=CC=1)(C1C=CC=CC=1)C1C=CC=CC=1)[C:5]1[CH:10]=[CH:9][CH:8]=[CH:7][CH:6]=1.[O:30]1[C:34]2([CH2:39][CH2:38][C:37](=O)[CH2:36][CH2:35]2)[O:33][CH2:32][CH2:31]1. The catalyst class is: 16. Product: [CH:4](=[C:37]1[CH2:38][CH2:39][C:34]2([O:33][CH2:32][CH2:31][O:30]2)[CH2:35][CH2:36]1)[C:5]1[CH:10]=[CH:9][CH:8]=[CH:7][CH:6]=1. (6) Reactant: [CH2:1]([N:3]([CH2:33][CH3:34])[C:4]1[N:9]=[C:8]([C:10]2[O:14][N:13]=[C:12]([C:15]3[CH:28]=[C:27]([CH3:29])[C:18]([O:19][CH2:20][CH2:21]OS(C)(=O)=O)=[C:17]([CH2:30][CH3:31])[CH:16]=3)[N:11]=2)[CH:7]=[C:6]([CH3:32])[N:5]=1)[CH3:2].[NH3:35]. Product: [NH2:35][CH2:21][CH2:20][O:19][C:18]1[C:27]([CH3:29])=[CH:28][C:15]([C:12]2[N:11]=[C:10]([C:8]3[CH:7]=[C:6]([CH3:32])[N:5]=[C:4]([N:3]([CH2:33][CH3:34])[CH2:1][CH3:2])[N:9]=3)[O:14][N:13]=2)=[CH:16][C:17]=1[CH2:30][CH3:31]. The catalyst class is: 5.